This data is from Reaction yield outcomes from USPTO patents with 853,638 reactions. The task is: Predict the reaction yield, written as a fraction of the theoretical maximum amount of product (1.0 means a 100% yield; for example, 0.34 means a 34% yield). (1) The reactants are [OH-].[K+].[F:3][C:4]1[CH:12]=[CH:11][C:10]([O:13][C:14]([F:17])([F:16])[F:15])=[C:9]2[C:5]=1[CH:6]=[CH:7][NH:8]2.[CH3:18][O:19][CH2:20][CH2:21]Br. The catalyst is CS(C)=O. The product is [F:3][C:4]1[CH:12]=[CH:11][C:10]([O:13][C:14]([F:15])([F:16])[F:17])=[C:9]2[C:5]=1[CH:6]=[CH:7][N:8]2[CH2:21][CH2:20][O:19][CH3:18]. The yield is 0.590. (2) The reactants are [OH:1][C:2]1[C:10]2[C:5](=[CH:6][CH:7]=[C:8]([C:11]([OH:13])=[O:12])[CH:9]=2)[NH:4][N:3]=1.Cl.[CH3:15]O. No catalyst specified. The product is [OH:1][C:2]1[C:10]2[C:5](=[CH:6][CH:7]=[C:8]([C:11]([O:13][CH3:15])=[O:12])[CH:9]=2)[NH:4][N:3]=1. The yield is 0.990. (3) The yield is 0.330. The product is [CH2:27]([O:26][CH2:25][CH2:24][O:23][C:10]1[CH:11]=[C:12]2[C:13]([CH:15]=[CH:16][NH:20]2)=[CH:14][C:9]=1[OH:8])[CH3:28]. The catalyst is CO.[C].[Pd]. The reactants are C([O:8][C:9]1[CH:14]=[C:13](/[CH:15]=[CH:16]/[N+]([O-])=O)[C:12]([N+:20]([O-])=O)=[CH:11][C:10]=1[O:23][CH2:24][CH2:25][O:26][CH2:27][CH3:28])C1C=CC=CC=1. (4) The reactants are [F:1][C:2]1[CH:3]=[C:4]([C:8](=[O:17])[CH2:9][C:10](=O)[C:11]([O:13][CH2:14][CH3:15])=[O:12])[CH:5]=[CH:6][CH:7]=1.Cl.[NH2:19]O. The catalyst is CCO. The product is [F:1][C:2]1[CH:3]=[C:4]([C:8]2[O:17][N:19]=[C:10]([C:11]([O:13][CH2:14][CH3:15])=[O:12])[CH:9]=2)[CH:5]=[CH:6][CH:7]=1. The yield is 0.870. (5) No catalyst specified. The yield is 0.260. The product is [Cl:27][C:15]1[C:22]2[C:6](=[CH:5][CH:4]=[CH:3][C:2]=2[CH3:1])[N:7]=[C:34]([CH3:35])[C:16]=1[C:17]([O:19][CH2:20][CH3:21])=[O:18]. The reactants are [CH3:1][C:2]1C2C(=O)OC(=O)[NH:7][C:6]=2[CH:5]=[CH:4][CH:3]=1.O=[C:15]([CH3:22])[CH2:16][C:17]([O:19][CH2:20][CH3:21])=[O:18].[OH-].[Na+].O=P(Cl)(Cl)[Cl:27].O1[CH2:35][CH2:34]OCC1. (6) The yield is 0.250. The product is [CH:1]1([CH:7]([C:18]2[CH:22]=[C:21]([C:23]3[CH:28]=[CH:27][C:26]([C:29]([F:32])([F:30])[F:31])=[CH:25][CH:24]=3)[O:20][C:19]=2[CH:33]([CH3:35])[CH3:34])[O:8][C:9]2[CH:10]=[CH:11][C:12]([C:13]([N:37]([CH3:36])[CH2:38][CH2:39][C:40]([OH:42])=[O:41])=[O:14])=[CH:16][CH:17]=2)[CH2:6][CH2:5][CH2:4][CH2:3][CH2:2]1. No catalyst specified. The reactants are [CH:1]1([CH:7]([C:18]2[CH:22]=[C:21]([C:23]3[CH:28]=[CH:27][C:26]([C:29]([F:32])([F:31])[F:30])=[CH:25][CH:24]=3)[O:20][C:19]=2[CH:33]([CH3:35])[CH3:34])[O:8][C:9]2[CH:17]=[CH:16][C:12]([C:13](O)=[O:14])=[CH:11][CH:10]=2)[CH2:6][CH2:5][CH2:4][CH2:3][CH2:2]1.[CH3:36][NH:37][CH2:38][CH2:39][C:40]([O:42]CC)=[O:41].